From a dataset of Reaction yield outcomes from USPTO patents with 853,638 reactions. Predict the reaction yield, written as a fraction of the theoretical maximum amount of product (1.0 means a 100% yield; for example, 0.34 means a 34% yield). The reactants are [Cl:1][C:2]1[CH:3]=[CH:4][C:5]([CH:21]=O)=[C:6]([N:8]2[CH2:12][CH2:11][C@H:10]([NH:13][C:14](=[O:20])[O:15][C:16]([CH3:19])([CH3:18])[CH3:17])[CH2:9]2)[CH:7]=1.[S:23]1[CH2:27][C:26](=[O:28])[NH:25][C:24]1=[O:29].N1CCCCC1. The catalyst is C(O)C. The product is [Cl:1][C:2]1[CH:3]=[CH:4][C:5](/[CH:21]=[C:27]2/[C:26](=[O:28])[NH:25][C:24](=[O:29])[S:23]/2)=[C:6]([N:8]2[CH2:12][CH2:11][C@H:10]([NH:13][C:14](=[O:20])[O:15][C:16]([CH3:17])([CH3:18])[CH3:19])[CH2:9]2)[CH:7]=1. The yield is 0.910.